This data is from Forward reaction prediction with 1.9M reactions from USPTO patents (1976-2016). The task is: Predict the product of the given reaction. (1) Given the reactants I[C:2]1[CH:7]=[CH:6][C:5]([NH:8][C:9]([C:11]2[N:12]=[CH:13][S:14][CH:15]=2)=[O:10])=[CH:4][CH:3]=1.[CH3:16][CH:17]([N:19]([C:32]([C@H:34]1[CH2:39][CH2:38][C@H:37]([C:40]([F:43])([F:42])[F:41])[CH2:36][CH2:35]1)=[O:33])[C:20]1[CH:21]=[C:22](B(O)O)[S:23][C:24]=1[C:25]([O:27][CH3:28])=[O:26])[CH3:18].P([O-])([O-])([O-])=O.[K+].[K+].[K+], predict the reaction product. The product is: [CH3:18][CH:17]([N:19]([C:32]([C@H:34]1[CH2:35][CH2:36][C@H:37]([C:40]([F:43])([F:42])[F:41])[CH2:38][CH2:39]1)=[O:33])[C:20]1[CH:21]=[C:22]([C:2]2[CH:7]=[CH:6][C:5]([NH:8][C:9]([C:11]3[N:12]=[CH:13][S:14][CH:15]=3)=[O:10])=[CH:4][CH:3]=2)[S:23][C:24]=1[C:25]([O:27][CH3:28])=[O:26])[CH3:16]. (2) The product is: [F:28][C:22]1[CH:23]=[CH:24][C:25]([F:27])=[CH:26][C:21]=1[CH:17]1[CH2:18][CH2:19][CH2:20][N:16]1[C:13]1[CH:14]=[CH:15][N:10]2[N:9]=[CH:8][C:7](/[CH:6]=[CH:5]/[C:4]([OH:29])=[O:3])=[C:11]2[N:12]=1. Given the reactants C([O:3][C:4](=[O:29])/[CH:5]=[CH:6]/[C:7]1[CH:8]=[N:9][N:10]2[CH:15]=[CH:14][C:13]([N:16]3[CH2:20][CH2:19][CH2:18][CH:17]3[C:21]3[CH:26]=[C:25]([F:27])[CH:24]=[CH:23][C:22]=3[F:28])=[N:12][C:11]=12)C.[Li+].[OH-], predict the reaction product.